This data is from Full USPTO retrosynthesis dataset with 1.9M reactions from patents (1976-2016). The task is: Predict the reactants needed to synthesize the given product. (1) Given the product [N:1]1[CH:6]=[CH:5][CH:4]=[C:3]([C@@H:7]2[CH2:12][CH2:11][CH2:10][C@H:9]([NH2:13])[CH2:8]2)[CH:2]=1, predict the reactants needed to synthesize it. The reactants are: [N:1]1[CH:6]=[CH:5][CH:4]=[C:3]([C@@H:7]2[CH2:12][CH2:11][CH2:10][C@H:9]([N:13]3C(=O)C4=CC=CC=C4C3=O)[CH2:8]2)[CH:2]=1. (2) Given the product [C:1]([C:4]1[CH:33]=[CH:32][C:7]([O:8][CH2:9][C:10]2[CH:15]=[CH:14][C:13]([CH:16]([O:25][CH:26]3[CH2:31][CH2:30][CH2:29][CH2:28][O:27]3)[C:17]3[CH:18]=[C:19]([CH:22]=[CH:23][CH:24]=3)[C:20]([OH:39])=[O:36])=[CH:12][CH:11]=2)=[C:6]([CH3:34])[C:5]=1[OH:35])(=[O:3])[CH3:2], predict the reactants needed to synthesize it. The reactants are: [C:1]([C:4]1[CH:33]=[CH:32][C:7]([O:8][CH2:9][C:10]2[CH:15]=[CH:14][C:13]([CH:16]([O:25][CH:26]3[CH2:31][CH2:30][CH2:29][CH2:28][O:27]3)[C:17]3[CH:18]=[C:19]([CH:22]=[CH:23][CH:24]=3)[C:20]#N)=[CH:12][CH:11]=2)=[C:6]([CH3:34])[C:5]=1[OH:35])(=[O:3])[CH3:2].[OH-:36].[K+].Cl.[OH2:39]. (3) Given the product [CH3:9][O:8][CH:7]=[C:2]([C:11]#[C:10][Si:12]([CH3:15])([CH3:14])[CH3:13])[C:3]([O:5][CH3:6])=[O:4], predict the reactants needed to synthesize it. The reactants are: I[C:2](=[CH:7][O:8][CH3:9])[C:3]([O:5][CH3:6])=[O:4].[C:10]([Si:12]([CH3:15])([CH3:14])[CH3:13])#[CH:11].C(N(CC)CC)C. (4) Given the product [OH:25][C:20]1[CH:21]=[CH:22][CH:23]=[CH:24][C:19]=1[C:10]1[N:9]=[C:8]([N:5]2[CH2:6][CH2:7][C@@H:3]([CH2:2][NH:1][C:39](=[O:40])[O:41][CH2:42][C:43]([CH3:46])([CH3:45])[CH3:44])[CH2:4]2)[C:17]2[C:12](=[CH:13][C:14]([CH3:18])=[CH:15][CH:16]=2)[N:11]=1, predict the reactants needed to synthesize it. The reactants are: [NH2:1][CH2:2][C@@H:3]1[CH2:7][CH2:6][N:5]([C:8]2[C:17]3[C:12](=[CH:13][C:14]([CH3:18])=[CH:15][CH:16]=3)[N:11]=[C:10]([C:19]3[CH:24]=[CH:23][CH:22]=[CH:21][C:20]=3[OH:25])[N:9]=2)[CH2:4]1.CN(C=O)C.C(N(CC)CC)C.Cl[C:39]([O:41][CH2:42][C:43]([CH3:46])([CH3:45])[CH3:44])=[O:40]. (5) Given the product [C:36]([O-:38])(=[O:37])[CH3:35].[NH4+:15].[C:36]([OH:38])(=[O:37])[CH3:35].[NH2:23][C:21]1[N:20]=[CH:19][N:18]=[C:17]2[N:16]([CH:24]3[CH2:29][CH2:28][N:27]([C:36](=[O:37])[CH2:35][CH2:34][N:33]([CH2:39][CH3:40])[CH2:31][CH3:32])[CH2:26][CH2:25]3)[N:15]=[C:14]([C:11]3[CH:10]=[CH:9][C:8]([O:1][C:2]4[CH:7]=[CH:6][CH:5]=[CH:4][CH:3]=4)=[CH:13][CH:12]=3)[C:22]=12, predict the reactants needed to synthesize it. The reactants are: [O:1]([C:8]1[CH:13]=[CH:12][C:11]([C:14]2[C:22]3[C:17](=[N:18][CH:19]=[N:20][C:21]=3[NH2:23])[N:16]([CH:24]3[CH2:29][CH2:28][NH:27][CH2:26][CH2:25]3)[N:15]=2)=[CH:10][CH:9]=1)[C:2]1[CH:7]=[CH:6][CH:5]=[CH:4][CH:3]=1.Cl.[CH2:31]([N:33]([CH2:39][CH3:40])[CH2:34][CH2:35][C:36]([OH:38])=[O:37])[CH3:32].Cl.CN(C)CCCN=C=NCC.CCN(C(C)C)C(C)C.ON1C2N=CC=CC=2N=N1. (6) Given the product [Cl:1][C:2]1[CH:10]=[C:9]2[C:5]([CH:6]=[C:7]([C:11]3[CH:16]=[CH:15][C:14]([F:17])=[CH:13][CH:12]=3)[N:8]2[CH2:34][CH2:33][C:32]([N:29]2[CH2:30][CH2:31][N:26]([C:21]3[CH:22]=[CH:23][CH:24]=[CH:25][C:20]=3[O:19][CH3:18])[CH2:27][CH2:28]2)=[O:35])=[CH:4][CH:3]=1, predict the reactants needed to synthesize it. The reactants are: [Cl:1][C:2]1[CH:10]=[C:9]2[C:5]([CH:6]=[C:7]([C:11]3[CH:16]=[CH:15][C:14]([F:17])=[CH:13][CH:12]=3)[NH:8]2)=[CH:4][CH:3]=1.[CH3:18][O:19][C:20]1[CH:25]=[CH:24][CH:23]=[CH:22][C:21]=1[N:26]1[CH2:31][CH2:30][N:29]([C:32](=[O:35])[CH:33]=[CH2:34])[CH2:28][CH2:27]1.C(=O)([O-])[O-].[K+].[K+].[Cl-].[NH4+]. (7) Given the product [NH2:16][C:9]1[CH:10]=[CH:11][C:12]2[C:7]([CH:8]=1)=[N:6][N:5]([CH2:4][C:3]([NH:20][C:21](=[O:33])[C:22]1[CH:23]=[CH:24][C:25]([O:28][C:29]([F:32])([F:30])[F:31])=[CH:26][CH:27]=1)([C:1]#[N:2])[CH3:19])[C:13]=2[O:14][CH3:15], predict the reactants needed to synthesize it. The reactants are: [C:1]([C:3]([NH:20][C:21](=[O:33])[C:22]1[CH:27]=[CH:26][C:25]([O:28][C:29]([F:32])([F:31])[F:30])=[CH:24][CH:23]=1)([CH3:19])[CH2:4][N:5]1[C:13]([O:14][CH3:15])=[C:12]2[C:7]([CH:8]=[C:9]([N+:16]([O-])=O)[CH:10]=[CH:11]2)=[N:6]1)#[N:2]. (8) Given the product [Br:28][C:29]1[CH:30]=[C:31]2[C:36](=[CH:37][C:38]=1[Cl:39])[N:35]=[CH:34][N:33]=[C:32]2[C:4]1([C:7]([O:9][CH3:10])=[O:8])[CH2:3][CH2:2][N:1]([C:11]([O:13][C:14]([CH3:17])([CH3:16])[CH3:15])=[O:12])[CH2:6][CH2:5]1, predict the reactants needed to synthesize it. The reactants are: [N:1]1([C:11]([O:13][C:14]([CH3:17])([CH3:16])[CH3:15])=[O:12])[CH2:6][CH2:5][CH:4]([C:7]([O:9][CH3:10])=[O:8])[CH2:3][CH2:2]1.[Li+].C[Si]([N-][Si](C)(C)C)(C)C.[Br:28][C:29]1[CH:30]=[C:31]2[C:36](=[CH:37][C:38]=1[Cl:39])[N:35]=[CH:34][N:33]=[C:32]2Cl. (9) Given the product [Br:1][C:2]1[CH:9]=[CH:8][CH:7]=[CH:6][C:3]=1[CH2:4][N:18]1[CH2:19][CH2:20][O:21][CH:16]([C:10]2[CH:15]=[CH:14][CH:13]=[CH:12][CH:11]=2)[CH2:17]1, predict the reactants needed to synthesize it. The reactants are: [Br:1][C:2]1[CH:9]=[CH:8][CH:7]=[CH:6][C:3]=1[CH2:4]Br.[C:10]1([CH:16]2[O:21][CH2:20][CH2:19][NH:18][CH2:17]2)[CH:15]=[CH:14][CH:13]=[CH:12][CH:11]=1.C(=O)([O-])[O-].[K+].[K+]. (10) Given the product [CH3:8][CH2:3][CH2:4][CH:5]([CH3:11])[CH3:6].[F:34][C:33]([F:36])([F:35])[C:32]1[NH:31][C:4]2[C:5]([CH:11]=1)=[CH:6][C:7]([C:9]#[N:10])=[CH:8][C:3]=2[Br:2], predict the reactants needed to synthesize it. The reactants are: [Br-].[Br:2][C:3]1[C:4]([NH:31][C:32](=O)[C:33]([F:36])([F:35])[F:34])=[C:5]([CH2:11][P+](C2C=CC=CC=2)(C2C=CC=CC=2)C2C=CC=CC=2)[CH:6]=[C:7]([C:9]#[N:10])[CH:8]=1.